Dataset: Forward reaction prediction with 1.9M reactions from USPTO patents (1976-2016). Task: Predict the product of the given reaction. (1) Given the reactants S([O-])(=O)(C1C=CC([NH2:9])=CC=1)=O.[Na+].N([O-])=O.[Na+].[ClH:17].[NH2:18][C:19]1[CH:28]=[C:27]2[C:22]([CH:23]=[C:24]([S:30]([OH:33])(=[O:32])=[O:31])[CH:25]=[C:26]2[OH:29])=[CH:21][CH:20]=1.S(S([O-])=O)([O-])=O.[Na+].[Na+], predict the reaction product. The product is: [ClH:17].[ClH:17].[NH2:18][C:19]1[C:28]([NH2:9])=[C:27]2[C:22]([CH:23]=[C:24]([S:30]([OH:33])(=[O:31])=[O:32])[CH:25]=[C:26]2[OH:29])=[CH:21][CH:20]=1. (2) Given the reactants [Br-].[CH2:2]([P+](C1C=CC=CC=1)(C1C=CC=CC=1)C1C=CC=CC=1)[CH2:3][CH2:4][CH2:5][CH2:6][CH3:7].CC(C)([O-])C.[K+].[C:33]([O:37][C:38]([N:40]1[CH2:44][C:43](=O)[CH2:42][C@@H:41]1[C@H:46]1[O:50][C:49]([CH3:52])([CH3:51])[N:48]([C:53](=[O:55])[CH3:54])[C@H:47]1[CH2:56][C:57]1[CH:62]=[C:61]([F:63])[CH:60]=[C:59]([F:64])[CH:58]=1)=[O:39])([CH3:36])([CH3:35])[CH3:34], predict the reaction product. The product is: [C:33]([O:37][C:38]([N:40]1[CH2:44]/[C:43](=[CH:2]\[CH2:3][CH2:4][CH2:5][CH2:6][CH3:7])/[CH2:42][C@@H:41]1[C@H:46]1[O:50][C:49]([CH3:51])([CH3:52])[N:48]([C:53](=[O:55])[CH3:54])[C@H:47]1[CH2:56][C:57]1[CH:58]=[C:59]([F:64])[CH:60]=[C:61]([F:63])[CH:62]=1)=[O:39])([CH3:36])([CH3:34])[CH3:35].